Dataset: Catalyst prediction with 721,799 reactions and 888 catalyst types from USPTO. Task: Predict which catalyst facilitates the given reaction. (1) Product: [CH2:18]([C:17]([C:14]1[CH:15]=[CH:16][C:11]([O:10][CH2:9][CH2:8][CH2:7][CH2:6][CH2:5][C:4]([OH:38])=[O:3])=[C:12]([CH3:37])[CH:13]=1)([C:20]1[CH:25]=[CH:24][C:23](/[CH:26]=[CH:27]/[C:28]2([OH:33])[CH2:29][CH2:30][CH2:31][CH2:32]2)=[C:22]([CH3:34])[CH:21]=1)[CH2:35][CH3:36])[CH3:19]. The catalyst class is: 5. Reactant: C([O:3][C:4](=[O:38])[CH2:5][CH2:6][CH2:7][CH2:8][CH2:9][O:10][C:11]1[CH:16]=[CH:15][C:14]([C:17]([CH2:35][CH3:36])([C:20]2[CH:25]=[CH:24][C:23](/[CH:26]=[CH:27]/[C:28]3([OH:33])[CH2:32][CH2:31][CH2:30][CH2:29]3)=[C:22]([CH3:34])[CH:21]=2)[CH2:18][CH3:19])=[CH:13][C:12]=1[CH3:37])C.[OH-].[K+].Cl. (2) Reactant: [Br:1][C:2]1[N:7]=[C:6](C=O)[CH:5]=[CH:4][CH:3]=1.[CH:10](OC)([O:13][CH3:14])[O:11][CH3:12].C1(C)C(S(O)(=O)=O)=CC=CC=1. Product: [Br:1][C:2]1[CH:3]=[CH:4][CH:5]=[C:6]([CH:10]([O:13][CH3:14])[O:11][CH3:12])[N:7]=1. The catalyst class is: 5. (3) Reactant: [C:1]([C:3]1([C:6]2[CH:7]=[C:8]([CH:35]=[CH:36][CH:37]=2)[C:9]([NH:11][C:12]2[CH:17]=[CH:16][CH:15]=[C:14]([O:18][C:19]3[CH:20]=[CH:21][C:22]4[N:23]([CH:25]=[C:26]([NH:28]C(=O)C(F)(F)F)[N:27]=4)[CH:24]=3)[CH:13]=2)=[O:10])[CH2:5][CH2:4]1)#[N:2].[OH-].[Na+].O. Product: [NH2:28][C:26]1[N:27]=[C:22]2[CH:21]=[CH:20][C:19]([O:18][C:14]3[CH:13]=[C:12]([NH:11][C:9](=[O:10])[C:8]4[CH:35]=[CH:36][CH:37]=[C:6]([C:3]5([C:1]#[N:2])[CH2:4][CH2:5]5)[CH:7]=4)[CH:17]=[CH:16][CH:15]=3)=[CH:24][N:23]2[CH:25]=1. The catalyst class is: 8.